Dataset: Catalyst prediction with 721,799 reactions and 888 catalyst types from USPTO. Task: Predict which catalyst facilitates the given reaction. Reactant: [NH2:1][C:2]1[N:7]=[CH:6][N:5]=[C:4]2[N:8]([C@@H:30]3[CH2:34][CH2:33][N:32]([C:35](=[O:48])/[CH:36]=[CH:37]/[CH2:38][N:39](C)[C:40](=O)OC(C)(C)C)[CH2:31]3)[N:9]=[C:10]([C:11]3[CH:16]=[CH:15][C:14]([C:17](=[O:29])[NH:18][C:19]4[CH:24]=[C:23]([C:25]([F:28])([F:27])[F:26])[CH:22]=[CH:21][N:20]=4)=[CH:13][CH:12]=3)[C:3]=12.Cl. Product: [NH2:1][C:2]1[N:7]=[CH:6][N:5]=[C:4]2[N:8]([C@@H:30]3[CH2:34][CH2:33][N:32]([C:35](=[O:48])/[CH:36]=[CH:37]/[CH2:38][NH:39][CH3:40])[CH2:31]3)[N:9]=[C:10]([C:11]3[CH:12]=[CH:13][C:14]([C:17]([NH:18][C:19]4[CH:24]=[C:23]([C:25]([F:27])([F:26])[F:28])[CH:22]=[CH:21][N:20]=4)=[O:29])=[CH:15][CH:16]=3)[C:3]=12. The catalyst class is: 71.